Dataset: Forward reaction prediction with 1.9M reactions from USPTO patents (1976-2016). Task: Predict the product of the given reaction. Given the reactants C(=O)([O-])[O-].[Cs+].[Cs+].[OH:7][C:8]1[CH:9]=[C:10]([CH:20]=[C:21]([O:23][C@@H:24]([CH3:27])[CH2:25][OH:26])[CH:22]=1)[C:11]([NH:13][C:14]1[CH:18]=[CH:17][N:16]([CH3:19])[N:15]=1)=[O:12].[F:28][C:29]1[CH:34]=[C:33]([S:35]([CH3:38])(=[O:37])=[O:36])[C:32]([F:39])=[CH:31][C:30]=1F, predict the reaction product. The product is: [F:28][C:29]1[CH:34]=[C:33]([S:35]([CH3:38])(=[O:37])=[O:36])[C:32]([F:39])=[CH:31][C:30]=1[O:7][C:8]1[CH:9]=[C:10]([CH:20]=[C:21]([O:23][C@@H:24]([CH3:27])[CH2:25][OH:26])[CH:22]=1)[C:11]([NH:13][C:14]1[CH:18]=[CH:17][N:16]([CH3:19])[N:15]=1)=[O:12].